Task: Predict the product of the given reaction.. Dataset: Forward reaction prediction with 1.9M reactions from USPTO patents (1976-2016) Given the reactants S(Cl)(Cl)=O.[CH3:5][C:6]1[CH:7]=[C:8]([C:15]([OH:17])=[O:16])[CH:9]=[C:10]([C:12]([OH:14])=O)[CH:11]=1.[C:18](=O)(O)[O-].[Na+].[CH3:23][OH:24], predict the reaction product. The product is: [CH3:23][O:24][C:12]([C:10]1[CH:11]=[C:6]([CH3:5])[CH:7]=[C:8]([C:15]([O:17][CH3:18])=[O:16])[CH:9]=1)=[O:14].